This data is from Human Reference Interactome with 51,813 positive PPI pairs across 8,248 proteins, plus equal number of experimentally-validated negative pairs. The task is: Binary Classification. Given two protein amino acid sequences, predict whether they physically interact or not. Protein 1 (ENSG00000167608) has sequence MQARRAHRQRNASRDQVVYGSGTKTDRWARLLRRSKEKTKEGLRSLQPWAWTLKRIGGQFGAGTESYFSLLRFLLLLNVLASVLMACMTLLPTWLGGAPPGPPGPDISSPCGSYNPHSQGLVTFATQLFNLLSGEGYLEWSPLFYGFYPPRPRLAVTYLCWAFAVGLICLLLILHRMEENPTLESEAWGSSREWLAPREARGAPCSSPGPSLSSVLNELPSAATLRYRDPGVLPWGALEEEEEDGGRSRKAFTEVTQTELQDPHPSRELPWPMQARRAHRQRNASRDQVVYGSGTKTDRW.... Protein 2 (ENSG00000196776) has sequence MWPLVAALLLGSACCGSAQLLFNKTKSVEFTFCNDTVVIPCFVTNMEAQNTTEVYVKWKFKGRDIYTFDGALNKSTVPTDFSSAKIEVSQLLKGDASLKMDKSDAVSHTGNYTCEVTELTREGETIIELKYRVVSWFSPNENILIVIFPIFAILLFWGQFGIKTLKYRSGGMDEKTIALLVAGLVITVIVIVGAILFVPGEYSLKNATGLGLIVTSTGILILLHYYVFSTAIGLTSFVIAILVIQVIAYILAVVGLSLCIAACIPMHGPLLISGLSILALAQLLGLVYMKFVASNQKTIQ.... Result: 0 (the proteins do not interact).